Predict the product of the given reaction. From a dataset of Forward reaction prediction with 1.9M reactions from USPTO patents (1976-2016). (1) Given the reactants [CH2:1]([N:3]1[C:7]([NH:8][C:9]2[C:18]3[C:13](=[C:14]([CH3:20])[CH:15]=[C:16](I)[CH:17]=3)[N:12]=[N:11][C:10]=2[C:21]([NH2:23])=[O:22])=[CH:6][CH:5]=[N:4]1)[CH3:2].C([Sn](CCCC)(CCCC)[S:29][C:30]([CH3:33])([CH3:32])[CH3:31])CCC, predict the reaction product. The product is: [CH3:31][C:30]([S:29][C:16]1[CH:17]=[C:18]2[C:13](=[C:14]([CH3:20])[CH:15]=1)[N:12]=[N:11][C:10]([C:21]([NH2:23])=[O:22])=[C:9]2[NH:8][C:7]1[N:3]([CH2:1][CH3:2])[N:4]=[CH:5][CH:6]=1)([CH3:33])[CH3:32]. (2) The product is: [C:9]([NH2:10])(=[O:2])[C:11]1[CH:16]=[CH:15][CH:14]=[N:13][CH:12]=1. Given the reactants P([O-])([O-])([O-])=[O:2].[K+].[K+].[K+].[C:9]([C:11]1[CH:12]=[N:13][CH:14]=[CH:15][CH:16]=1)#[N:10], predict the reaction product. (3) Given the reactants [Cl:1][C:2]1[CH:3]=[C:4]2[C:10]3([CH2:14][CH2:13][N:12]([CH2:15][C:16]4[C:17]([C:22]5[CH:27]=[CH:26][CH:25]=[CH:24][CH:23]=5)=[N:18][O:19][C:20]=4[CH3:21])[C:11]3=[O:28])[C:9](=[O:29])[N:8]([CH2:30][C:31]([O:33]C(C)(C)C)=[O:32])[C:5]2=[CH:6][CH:7]=1.FC(F)(F)C(O)=O, predict the reaction product. The product is: [Cl:1][C:2]1[CH:3]=[C:4]2[C:10]3([CH2:14][CH2:13][N:12]([CH2:15][C:16]4[C:17]([C:22]5[CH:27]=[CH:26][CH:25]=[CH:24][CH:23]=5)=[N:18][O:19][C:20]=4[CH3:21])[C:11]3=[O:28])[C:9](=[O:29])[N:8]([CH2:30][C:31]([OH:33])=[O:32])[C:5]2=[CH:6][CH:7]=1. (4) Given the reactants [CH3:1][O:2][C:3]1[CH:40]=[CH:39][C:6]([CH2:7][N:8]([CH2:30][C:31]2[CH:36]=[CH:35][C:34]([O:37][CH3:38])=[CH:33][CH:32]=2)[C:9]2[N:14]=[CH:13][C:12]([C:15]3[C:16]4[CH2:29][CH2:28][NH:27][C:17]=4[N:18]=[C:19]([N:21]4[CH2:26][CH2:25][O:24][CH2:23][CH2:22]4)[N:20]=3)=[CH:11][N:10]=2)=[CH:5][CH:4]=1.[CH2:41]([S:44](Cl)(=[O:46])=[O:45])[CH2:42][CH3:43], predict the reaction product. The product is: [CH3:38][O:37][C:34]1[CH:33]=[CH:32][C:31]([CH2:30][N:8]([CH2:7][C:6]2[CH:5]=[CH:4][C:3]([O:2][CH3:1])=[CH:40][CH:39]=2)[C:9]2[N:10]=[CH:11][C:12]([C:15]3[C:16]4[CH2:29][CH2:28][N:27]([S:44]([CH2:41][CH2:42][CH3:43])(=[O:46])=[O:45])[C:17]=4[N:18]=[C:19]([N:21]4[CH2:26][CH2:25][O:24][CH2:23][CH2:22]4)[N:20]=3)=[CH:13][N:14]=2)=[CH:36][CH:35]=1. (5) The product is: [O:25]1[CH2:24][CH2:23][CH2:22][CH:21]1[CH2:20][NH:26][C:2]1[N:7]2[N:8]=[C:9]([NH:11][C:12](=[O:19])[C:13]3[CH:18]=[CH:17][CH:16]=[N:15][CH:14]=3)[N:10]=[C:6]2[CH:5]=[CH:4][CH:3]=1. Given the reactants Br[C:2]1[N:7]2[N:8]=[C:9]([NH:11][C:12](=[O:19])[C:13]3[CH:18]=[CH:17][CH:16]=[N:15][CH:14]=3)[N:10]=[C:6]2[CH:5]=[CH:4][CH:3]=1.[CH2:20]([NH2:26])[CH:21]1[O:25][CH2:24][CH2:23][CH2:22]1, predict the reaction product. (6) Given the reactants C[O:2][C:3](=[O:32])[CH2:4][CH2:5][NH:6][C:7](=[O:31])[C:8]1[CH:13]=[CH:12][C:11]([CH:14]([S:21][C:22]2[CH:27]=[C:26]([CH3:28])[C:25](Br)=[C:24]([CH3:30])[CH:23]=2)[CH2:15][CH2:16][C:17]([F:20])([F:19])[F:18])=[CH:10][CH:9]=1.[F:33][C:34]([F:45])([F:44])[C:35]1[CH:40]=[CH:39][C:38](B(O)O)=[CH:37][CH:36]=1, predict the reaction product. The product is: [CH3:28][C:26]1[CH:27]=[C:22]([S:21][CH:14]([C:11]2[CH:12]=[CH:13][C:8]([C:7]([NH:6][CH2:5][CH2:4][C:3]([OH:2])=[O:32])=[O:31])=[CH:9][CH:10]=2)[CH2:15][CH2:16][C:17]([F:18])([F:19])[F:20])[CH:23]=[C:24]([CH3:30])[C:25]=1[C:38]1[CH:39]=[CH:40][C:35]([C:34]([F:45])([F:44])[F:33])=[CH:36][CH:37]=1.